This data is from Reaction yield outcomes from USPTO patents with 853,638 reactions. The task is: Predict the reaction yield, written as a fraction of the theoretical maximum amount of product (1.0 means a 100% yield; for example, 0.34 means a 34% yield). (1) The reactants are [C:1]([C:5]1[CH:9]=[C:8]([NH:10][C:11]([NH:13][C:14]2[CH:19]=[CH:18][CH:17]=[C:16](F)[C:15]=2[F:21])=[O:12])[N:7]([C:22]2[CH:27]=[CH:26][C:25]([CH2:28][C:29]([O:31]CC)=[O:30])=[CH:24][CH:23]=2)[N:6]=1)([CH3:4])([CH3:3])[CH3:2].[Li+].[OH-]. The catalyst is C1COCC1. The product is [C:1]([C:5]1[CH:9]=[C:8]([NH:10][C:11]([NH:13][C:14]2[CH:19]=[CH:18][CH:17]=[CH:16][C:15]=2[F:21])=[O:12])[N:7]([C:22]2[CH:23]=[CH:24][C:25]([CH2:28][C:29]([OH:31])=[O:30])=[CH:26][CH:27]=2)[N:6]=1)([CH3:4])([CH3:2])[CH3:3]. The yield is 0.610. (2) The reactants are [Cl:1][C:2]1[C:10]2[C:9](OC(C3C=CC=CC=3)C)=[N:8][C:7]([NH:20][C:21]3[CH:22]=[N:23][N:24]([CH3:26])[CH:25]=3)=[N:6][C:5]=2[NH:4][CH:3]=1.O=P(Cl)(Cl)[Cl:29]. No catalyst specified. The product is [Cl:29][C:9]1[C:10]2[C:2]([Cl:1])=[CH:3][NH:4][C:5]=2[N:6]=[C:7]([NH:20][C:21]2[CH:22]=[N:23][N:24]([CH3:26])[CH:25]=2)[N:8]=1. The yield is 0.220. (3) The reactants are [O:1]=[C:2]([C:9]1[O:10][CH:11]=[CH:12][CH:13]=1)[CH2:3][C:4]([O:6][CH2:7][CH3:8])=[O:5].[F:14][B-](F)(F)F.F[B-](F)(F)F.ClC[N+]12CC[N+](F)(CC1)CC2. The catalyst is C(#N)C. The product is [CH2:7]([O:6][C:4](=[O:5])[CH:3]([F:14])[C:2]([C:9]1[O:10][CH:11]=[CH:12][CH:13]=1)=[O:1])[CH3:8]. The yield is 0.790. (4) The reactants are [CH:1]1[CH:2]=[C:3]([CH2:6][NH:7][C:8]2[C:13]([C:14]([OH:16])=[O:15])=[CH:12][C:11]([S:17]([NH2:20])(=[O:19])=[O:18])=[C:10]([Cl:21])[CH:9]=2)[O:4][CH:5]=1.[CH3:22][O:23][C:24]1[CH:31]=[CH:30][C:27]([CH2:28]Cl)=[CH:26][CH:25]=1.C(N(CC)CC)C. The catalyst is CN(C)C=O. The product is [NH2:20][S:17]([C:11]1[C:10]([Cl:21])=[CH:9][C:8]([NH:7][CH2:6][C:3]2[O:4][CH:5]=[CH:1][CH:2]=2)=[C:13]([CH:12]=1)[C:14]([O:16][CH2:28][C:27]1[CH:30]=[CH:31][C:24]([O:23][CH3:22])=[CH:25][CH:26]=1)=[O:15])(=[O:19])=[O:18]. The yield is 0.760. (5) The reactants are C(NC(C)C)(C)C.[CH2:8]([Li])[CH2:9][CH2:10][CH3:11].[Si](C=[N+]=[N-])(C)(C)C.[F:20][C:21]1[C:22]([CH2:31][CH2:32][CH3:33])=C(C=[CH:27][C:28]=1[O:29][CH3:30])C=O. The catalyst is O1CCCC1. The product is [C:10]([C:9]1[CH:8]=[CH:27][C:28]([O:29][CH3:30])=[C:21]([F:20])[C:22]=1[CH2:31][CH2:32][CH3:33])#[CH:11]. The yield is 0.312. (6) The reactants are C(=O)([O-])[O-].[K+].[K+].[F:7][C:8]1[CH:17]=[C:16]([OH:18])[CH:15]=[CH:14][C:9]=1[C:10]([O:12]C)=[O:11].FC(F)(F)S(O[CH2:25][CH2:26][C:27]([F:30])([F:29])[F:28])(=O)=O. The catalyst is CC(=O)CC. The product is [F:7][C:8]1[CH:17]=[C:16]([O:18][CH2:25][CH2:26][C:27]([F:30])([F:29])[F:28])[CH:15]=[CH:14][C:9]=1[C:10]([OH:12])=[O:11]. The yield is 0.400. (7) The reactants are [O:1]=[C:2]1[N:6]([C:7]2[CH:14]=[CH:13][C:10]([C:11]#[N:12])=[C:9]([C:15]([F:18])([F:17])[F:16])[CH:8]=2)[C@@H:5]2[CH2:19][CH2:20][CH2:21][CH2:22][C@H:4]2[NH:3]1.[Cl:23][C:24]1[CH:29]=[CH:28][C:27](I)=[CH:26][CH:25]=1. The yield is 0.110. The product is [Cl:23][C:24]1[CH:29]=[CH:28][C:27]([N:3]2[C@@H:4]3[CH2:22][CH2:21][CH2:20][CH2:19][C@H:5]3[N:6]([C:7]3[CH:14]=[CH:13][C:10]([C:11]#[N:12])=[C:9]([C:15]([F:18])([F:16])[F:17])[CH:8]=3)[C:2]2=[O:1])=[CH:26][CH:25]=1. No catalyst specified.